From a dataset of Catalyst prediction with 721,799 reactions and 888 catalyst types from USPTO. Predict which catalyst facilitates the given reaction. (1) Reactant: Cl[C:2]1[C:3]2[C:4](=[CH:16][N:17](CC3C=CC(OC)=CC=3)[N:18]=2)[N:5]=[C:6]([C:8]2[CH:13]=[CH:12][C:11]([F:14])=[CH:10][C:9]=2[F:15])[N:7]=1.[O:28]1[CH2:33][CH2:32][N:31]([C:34]2[CH:40]=[CH:39][C:37]([NH2:38])=[CH:36][CH:35]=2)[CH2:30][CH2:29]1.Cl. Product: [F:15][C:9]1[CH:10]=[C:11]([F:14])[CH:12]=[CH:13][C:8]=1[C:6]1[N:7]=[C:2]([NH:38][C:37]2[CH:36]=[CH:35][C:34]([N:31]3[CH2:32][CH2:33][O:28][CH2:29][CH2:30]3)=[CH:40][CH:39]=2)[C:3]2[NH:18][N:17]=[CH:16][C:4]=2[N:5]=1. The catalyst class is: 71. (2) Product: [CH:1]1([CH2:6][CH2:7][C:8]2[N:16]([C:17]3[CH:25]=[CH:24][C:20]([CH2:21][CH2:22][NH:23][CH2:28][CH:27]([OH:26])[CH2:29][O:30][C:31]4[C:39]5[NH:38][C:37](=[O:40])[NH:36][C:35]=5[CH:34]=[CH:33][CH:32]=4)=[CH:19][CH:18]=3)[C:11]3=[N:12][CH:13]=[CH:14][CH:15]=[C:10]3[N:9]=2)[CH2:5][CH2:4][CH2:3][CH2:2]1. Reactant: [CH:1]1([CH2:6][CH2:7][C:8]2[N:16]([C:17]3[CH:25]=[CH:24][C:20]([CH2:21][CH2:22][NH2:23])=[CH:19][CH:18]=3)[C:11]3=[N:12][CH:13]=[CH:14][CH:15]=[C:10]3[N:9]=2)[CH2:5][CH2:4][CH2:3][CH2:2]1.[O:26]1[CH2:28][C@H:27]1[CH2:29][O:30][C:31]1[C:39]2[NH:38][C:37](=[O:40])[NH:36][C:35]=2[CH:34]=[CH:33][CH:32]=1. The catalyst class is: 147.